From a dataset of Full USPTO retrosynthesis dataset with 1.9M reactions from patents (1976-2016). Predict the reactants needed to synthesize the given product. (1) Given the product [Cl:1][C:2]1[C:3]2[C:12]([C:13]#[N:15])=[CH:11][N:10]([CH2:16][O:17][CH2:18][CH2:19][Si:20]([CH3:21])([CH3:23])[CH3:22])[C:4]=2[N:5]=[C:6]([S:8][CH3:9])[N:7]=1, predict the reactants needed to synthesize it. The reactants are: [Cl:1][C:2]1[C:3]2[C:12]([C:13]([NH2:15])=O)=[CH:11][N:10]([CH2:16][O:17][CH2:18][CH2:19][Si:20]([CH3:23])([CH3:22])[CH3:21])[C:4]=2[N:5]=[C:6]([S:8][CH3:9])[N:7]=1.CCN(CC)CC.C(OC(C(F)(F)F)=O)(C(F)(F)F)=O. (2) Given the product [I:24][C:7]1[C:6]([CH3:9])=[CH:5][C:3]([NH2:4])=[C:2]([CH3:1])[CH:8]=1, predict the reactants needed to synthesize it. The reactants are: [CH3:1][C:2]1[CH:8]=[CH:7][C:6]([CH3:9])=[CH:5][C:3]=1[NH2:4].ClCCl.C(=O)(O)[O-].[Na+].C[N+](C)(C)C.Cl[I-:24]Cl.